Dataset: NCI-60 drug combinations with 297,098 pairs across 59 cell lines. Task: Regression. Given two drug SMILES strings and cell line genomic features, predict the synergy score measuring deviation from expected non-interaction effect. (1) Drug 1: C1=CC(=CC=C1C#N)C(C2=CC=C(C=C2)C#N)N3C=NC=N3. Drug 2: C(=O)(N)NO. Cell line: TK-10. Synergy scores: CSS=-1.03, Synergy_ZIP=2.41, Synergy_Bliss=4.96, Synergy_Loewe=2.02, Synergy_HSA=1.54. (2) Drug 1: CS(=O)(=O)C1=CC(=C(C=C1)C(=O)NC2=CC(=C(C=C2)Cl)C3=CC=CC=N3)Cl. Drug 2: CN(C(=O)NC(C=O)C(C(C(CO)O)O)O)N=O. Cell line: NCI/ADR-RES. Synergy scores: CSS=2.56, Synergy_ZIP=-2.84, Synergy_Bliss=-5.13, Synergy_Loewe=-8.18, Synergy_HSA=-5.75. (3) Drug 1: CC1C(C(CC(O1)OC2CC(CC3=C2C(=C4C(=C3O)C(=O)C5=C(C4=O)C(=CC=C5)OC)O)(C(=O)C)O)N)O.Cl. Drug 2: C1C(C(OC1N2C=NC3=C(N=C(N=C32)Cl)N)CO)O. Cell line: SW-620. Synergy scores: CSS=30.6, Synergy_ZIP=-8.66, Synergy_Bliss=-6.97, Synergy_Loewe=-11.8, Synergy_HSA=-7.05. (4) Drug 1: CC1C(C(CC(O1)OC2CC(CC3=C2C(=C4C(=C3O)C(=O)C5=C(C4=O)C(=CC=C5)OC)O)(C(=O)C)O)N)O.Cl. Drug 2: C1CN(P(=O)(OC1)NCCCl)CCCl. Cell line: T-47D. Synergy scores: CSS=7.29, Synergy_ZIP=-5.43, Synergy_Bliss=-2.27, Synergy_Loewe=-17.0, Synergy_HSA=-2.61. (5) Drug 1: C(=O)(N)NO. Drug 2: C1CN(P(=O)(OC1)NCCCl)CCCl. Cell line: NCI-H460. Synergy scores: CSS=-0.208, Synergy_ZIP=-0.147, Synergy_Bliss=-0.624, Synergy_Loewe=-3.73, Synergy_HSA=-1.79. (6) Drug 1: CN(CC1=CN=C2C(=N1)C(=NC(=N2)N)N)C3=CC=C(C=C3)C(=O)NC(CCC(=O)O)C(=O)O. Drug 2: COCCOC1=C(C=C2C(=C1)C(=NC=N2)NC3=CC=CC(=C3)C#C)OCCOC.Cl. Cell line: SNB-75. Synergy scores: CSS=6.74, Synergy_ZIP=-2.31, Synergy_Bliss=-0.123, Synergy_Loewe=-0.662, Synergy_HSA=-0.672.